Dataset: Peptide-MHC class II binding affinity with 134,281 pairs from IEDB. Task: Regression. Given a peptide amino acid sequence and an MHC pseudo amino acid sequence, predict their binding affinity value. This is MHC class II binding data. The MHC is HLA-DQA10601-DQB10402 with pseudo-sequence HLA-DQA10601-DQB10402. The peptide sequence is RSIQDNQVAYLIIGIK. The binding affinity (normalized) is 0.